Task: Predict the reaction yield, written as a fraction of the theoretical maximum amount of product (1.0 means a 100% yield; for example, 0.34 means a 34% yield).. Dataset: Reaction yield outcomes from USPTO patents with 853,638 reactions (1) The product is [CH3:26][O:25][C:7]1([C:18]2[CH:23]=[CH:22][CH:21]=[CH:20][C:19]=2[CH3:24])[CH2:6][CH2:5][C:4]2[C:3]([CH2:2][O:28][CH3:27])=[CH:17][C:11]3[N:12]([CH3:16])[C:13]([CH3:15])=[N:14][C:10]=3[C:9]=2[O:8]1. The yield is 0.950. The reactants are Cl[CH2:2][C:3]1[C:4]2[CH2:5][CH2:6][C:7]([O:25][CH3:26])([C:18]3[CH:23]=[CH:22][CH:21]=[CH:20][C:19]=3[CH3:24])[O:8][C:9]=2[C:10]2[N:14]=[C:13]([CH3:15])[N:12]([CH3:16])[C:11]=2[CH:17]=1.[CH3:27][O-:28].[Na+]. The catalyst is CO. (2) The reactants are [NH2:1][CH2:2][CH:3]([C:5]([OH:7])=[O:6])[OH:4].[ClH:8].[CH3:9]O. No catalyst specified. The product is [ClH:8].[NH2:1][CH2:2][CH:3]([OH:4])[C:5]([O:7][CH3:9])=[O:6]. The yield is 0.920. (3) The reactants are [OH:1][C:2]1[CH:7]=[CH:6][CH:5]=[CH:4][C:3]=1[CH2:8][C:9]([O:11][CH3:12])=[O:10].[C:13]1(P([C:14]2[CH:15]=[CH:16]C=[CH:18][CH:13]=2)[C:14]2[CH:15]=[CH:16]C=[CH:18][CH:13]=2)[CH:18]=C[CH:16]=[CH:15][CH:14]=1.C=CC(O)CC.N(C(OC(C)C)=O)=NC(OC(C)C)=O. The catalyst is O1CCCC1. The product is [CH2:18]=[CH:13][CH:14]([O:1][C:2]1[CH:7]=[CH:6][CH:5]=[CH:4][C:3]=1[CH2:8][C:9]([O:11][CH3:12])=[O:10])[CH2:15][CH3:16]. The yield is 0.280. (4) The reactants are CCOC([O:7][CH2:8][CH3:9])CBr.C[C:11]1[C:12]([C:25](C2C=CC(C(O)=O)=CC=2)=C)=[CH:13][C:14]2[C:15](C)([CH3:23])[CH2:16][CH2:17][C:18](C)([CH3:21])[C:19]=2[CH:20]=1.CC1(C)C(=O)CC(C)(C)O1.C1(C)C=CC=CC=1.[Cl-].[Al+3].[Cl-].[Cl-]. No catalyst specified. The product is [CH3:16][C:15]1([CH3:23])[C:14]2[C:19](=[CH:20][CH:11]=[C:12]([CH3:25])[CH:13]=2)[C:18]([CH3:21])([CH3:17])[CH2:9][C:8]1=[O:7]. The yield is 0.440.